From a dataset of Peptide-MHC class I binding affinity with 185,985 pairs from IEDB/IMGT. Regression. Given a peptide amino acid sequence and an MHC pseudo amino acid sequence, predict their binding affinity value. This is MHC class I binding data. (1) The peptide sequence is YQSMIRPPY. The MHC is HLA-B35:01 with pseudo-sequence HLA-B35:01. The binding affinity (normalized) is 0.332. (2) The peptide sequence is IVKQGRDAL. The MHC is HLA-B38:01 with pseudo-sequence HLA-B38:01. The binding affinity (normalized) is 0.0847. (3) The peptide sequence is LTDSDSPTY. The MHC is SLA-10401 with pseudo-sequence SLA-10401. The binding affinity (normalized) is 0.733. (4) The peptide sequence is KTTFKPNTW. The MHC is HLA-B40:01 with pseudo-sequence HLA-B40:01. The binding affinity (normalized) is 0.0847. (5) The peptide sequence is CASSSDWFY. The MHC is HLA-B57:01 with pseudo-sequence HLA-B57:01. The binding affinity (normalized) is 0.0847. (6) The peptide sequence is SVNEYHMLK. The MHC is HLA-A31:01 with pseudo-sequence HLA-A31:01. The binding affinity (normalized) is 0.821. (7) The peptide sequence is FMKVKFEAL. The MHC is HLA-A02:01 with pseudo-sequence HLA-A02:01. The binding affinity (normalized) is 0.503.